From a dataset of Reaction yield outcomes from USPTO patents with 853,638 reactions. Predict the reaction yield, written as a fraction of the theoretical maximum amount of product (1.0 means a 100% yield; for example, 0.34 means a 34% yield). (1) The reactants are [Cl:1][C:2]1[N:7]=[N:6][C:5]([C:8]([OH:10])=O)=[CH:4][CH:3]=1.S(Cl)(Cl)=O.[CH2:15]([NH2:20])[CH2:16][CH2:17][CH2:18][CH3:19]. The catalyst is O1CCOCC1. The product is [CH2:15]([NH:20][C:8]([C:5]1[N:6]=[N:7][C:2]([Cl:1])=[CH:3][CH:4]=1)=[O:10])[CH2:16][CH2:17][CH2:18][CH3:19]. The yield is 0.570. (2) The yield is 0.989. The product is [CH3:1][N:2]([C:4]([NH:6][C:7]([NH2:9])=[NH:8])=[NH:5])[CH3:3].[C:10]([O-:19])(=[O:18])[CH2:11][CH2:12][CH2:13][CH2:14][C:15]([O-:17])=[O:16]. The catalyst is CO. The reactants are [CH3:1][N:2]([C:4]([NH:6][C:7]([NH2:9])=[NH:8])=[NH:5])[CH3:3].[C:10]([OH:19])(=[O:18])[CH2:11][CH2:12][CH2:13][CH2:14][C:15]([OH:17])=[O:16].C(OCC)(=O)C. (3) The reactants are [Cl:1][C:2]1[CH:7]=[C:6]([Cl:8])[CH:5]=[CH:4][C:3]=1[N:9]1[C:17]2[N:16]=[C:15]([CH2:18][CH3:19])[NH:14][C:13]=2[C:12](=[O:20])[N:11]([CH3:21])[C:10]1=[O:22].C([O-])([O-])=O.[K+].[K+].[CH2:29](Cl)[O:30][CH2:31][C:32]1[CH:37]=[CH:36][CH:35]=[CH:34][CH:33]=1.C([O-])(O)=O.[Na+]. The catalyst is CN(C=O)C.[N+](CCCC)(CCCC)(CCCC)CCCC.[I-].CCOCC. The product is [CH2:31]([O:30][CH2:29][N:14]1[C:13]2[C:12](=[O:20])[N:11]([CH3:21])[C:10](=[O:22])[N:9]([C:3]3[CH:4]=[CH:5][C:6]([Cl:8])=[CH:7][C:2]=3[Cl:1])[C:17]=2[N:16]=[C:15]1[CH2:18][CH3:19])[C:32]1[CH:37]=[CH:36][CH:35]=[CH:34][CH:33]=1. The yield is 0.650. (4) The reactants are [NH2:1][CH2:2][C@@H:3]1[CH2:8][CH2:7][C@H:6]([CH3:9])[CH2:5][N:4]1[C:10]([O:12][C:13]([CH3:16])([CH3:15])[CH3:14])=[O:11].Cl[C:18]1[CH:23]=[CH:22][C:21]([C:24]([F:27])([F:26])[F:25])=[CH:20][N:19]=1.C(=O)([O-])[O-].[K+].[K+]. The catalyst is CN(C=O)C. The product is [CH3:9][C@@H:6]1[CH2:5][N:4]([C:10]([O:12][C:13]([CH3:15])([CH3:14])[CH3:16])=[O:11])[C@H:3]([CH2:2][NH:1][C:18]2[CH:23]=[CH:22][C:21]([C:24]([F:27])([F:26])[F:25])=[CH:20][N:19]=2)[CH2:8][CH2:7]1. The yield is 0.520. (5) The product is [CH2:1]([O:3][C:4](=[O:24])[CH2:5][C@@H:6]([N:13]1[C:17]2=[N:18][C:19]([CH3:22])=[CH:20][CH:21]=[C:16]2[N:15]([CH2:43][C:35]2[C:36]3[C:41](=[CH:40][CH:39]=[CH:38][C:37]=3[CH3:42])[N:33]([CH3:32])[CH:34]=2)[C:14]1=[O:23])[C:7]1[CH:8]=[CH:9][CH:10]=[CH:11][CH:12]=1)[CH3:2]. The catalyst is CN(C=O)C.C(OCC)(=O)C. The yield is 0.540. The reactants are [CH2:1]([O:3][C:4](=[O:24])[CH2:5][C@@H:6]([N:13]1[C:17]2=[N:18][C:19]([CH3:22])=[CH:20][CH:21]=[C:16]2[NH:15][C:14]1=[O:23])[C:7]1[CH:12]=[CH:11][CH:10]=[CH:9][CH:8]=1)[CH3:2].C([O-])([O-])=O.[K+].[K+].[I-].[CH3:32][N:33]1[C:41]2[C:36](=[C:37]([CH3:42])[CH:38]=[CH:39][CH:40]=2)[C:35]([CH2:43][N+](C)(C)C)=[CH:34]1.